From a dataset of Reaction yield outcomes from USPTO patents with 853,638 reactions. Predict the reaction yield, written as a fraction of the theoretical maximum amount of product (1.0 means a 100% yield; for example, 0.34 means a 34% yield). (1) The reactants are [C:1]([O:5][C:6]([NH:8][C@@H:9]([CH2:13][C:14]([O:16][CH3:17])=[O:15])[C:10](O)=[O:11])=[O:7])([CH3:4])([CH3:3])[CH3:2].CN1CCOCC1.ClC(OCC)=O.[BH4-].[Na+].C([O-])(O)=O.[Na+]. The catalyst is C1COCC1. The product is [C:1]([O:5][C:6]([NH:8][C@H:9]([CH2:10][OH:11])[CH2:13][C:14]([O:16][CH3:17])=[O:15])=[O:7])([CH3:3])([CH3:2])[CH3:4]. The yield is 0.850. (2) The reactants are [CH2:1]1[C:3]([NH2:7])([C:4]([OH:6])=[O:5])[CH2:2]1.[CH3:8][CH:9]([CH3:25])[C:10]([O:12][CH2:13][O:14][C:15](ON1C(=O)CCC1=O)=[O:16])=[O:11]. No catalyst specified. The product is [C:10]([O:12][CH2:13][O:14][C:15]([NH:7][C:3]1([C:4]([OH:6])=[O:5])[CH2:2][CH2:1]1)=[O:16])(=[O:11])[CH:9]([CH3:25])[CH3:8]. The yield is 0.440. (3) The reactants are [Cl:1][C:2]1[CH:3]=[C:4](I)[C:5]([NH2:8])=[N:6][CH:7]=1.[CH3:10][S:11][C:12]1[CH:17]=[CH:16][CH:15]=[CH:14][C:13]=1B(O)O.C(=O)([O-])[O-].[K+].[K+].C1(C)C=CC=CC=1. The catalyst is O. The product is [Cl:1][C:2]1[CH:3]=[C:4]([C:13]2[CH:14]=[CH:15][CH:16]=[CH:17][C:12]=2[S:11][CH3:10])[C:5]([NH2:8])=[N:6][CH:7]=1. The yield is 0.810. (4) The reactants are [Br:1][C:2]1[N:7]=[CH:6][C:5]([CH:8]=[O:9])=[CH:4][CH:3]=1.[CH2:10](O)[CH2:11][CH2:12][OH:13].C12(CS(O)(=O)=O)C(C)(C)C(CC1)CC2=O.O. The catalyst is C1(C)C=CC=CC=1. The product is [Br:1][C:2]1[CH:3]=[CH:4][C:5]([CH:8]2[O:13][CH2:12][CH2:11][CH2:10][O:9]2)=[CH:6][N:7]=1. The yield is 0.840. (5) The reactants are Br[C:2]1[CH:3]=[C:4]([C:9]2[N:14]=[C:13]([C:15]3[CH:20]=[CH:19][CH:18]=[CH:17][CH:16]=3)[N:12]=[C:11]([C:21]3[CH:26]=[CH:25][CH:24]=[CH:23][CH:22]=3)[N:10]=2)[CH:5]=[C:6](Br)[CH:7]=1.[C:27]1([CH3:33])[CH:32]=[CH:31][CH:30]=[CH:29][CH:28]=1.[C:43](P([C:43]([CH3:46])([CH3:45])[CH3:44])[C:43]([CH3:46])([CH3:45])[CH3:44])([CH3:46])([CH3:45])[CH3:44].[OH-].[Na+]. The catalyst is O1CCCC1.C([O-])(=O)C.[Pd+2].C([O-])(=O)C. The product is [CH:31]1[C:32]2[C:27](=[CH:33][C:16]3[C:15]([C:13]=2[C:6]2[CH:5]=[C:4]([C:9]4[N:14]=[C:13]([C:15]5[CH:16]=[CH:17][CH:18]=[CH:19][CH:20]=5)[N:12]=[C:11]([C:21]5[CH:22]=[CH:23][CH:24]=[CH:25][CH:26]=5)[N:10]=4)[CH:3]=[C:2]([C:46]4[C:5]5[C:4]([CH:9]=[C:44]6[C:43]=4[CH:45]=[CH:22][CH:21]=[CH:11]6)=[CH:3][CH:2]=[CH:7][CH:6]=5)[CH:7]=2)=[CH:20][CH:19]=[CH:18][CH:17]=3)[CH:28]=[CH:29][CH:30]=1. The yield is 0.430. (6) The reactants are [NH2:1][C:2]1[C:7]2=[CH:8][CH:9]=[C:10]([C:11]3[CH:16]=[CH:15][C:14]([N:17]4[CH2:22][CH2:21][N:20]([C:23]([O:25][C:26]([CH3:29])([CH3:28])[CH3:27])=[O:24])[CH2:19][CH2:18]4)=[CH:13][CH:12]=3)[N:6]2[N:5]=[CH:4][N:3]=1.[Br:30]N1C(C)(C)C(=O)N(Br)C1=O.[O-]S([O-])=O.[Na+].[Na+]. The catalyst is O1CCCC1. The product is [NH2:1][C:2]1[C:7]2=[C:8]([Br:30])[CH:9]=[C:10]([C:11]3[CH:12]=[CH:13][C:14]([N:17]4[CH2:18][CH2:19][N:20]([C:23]([O:25][C:26]([CH3:29])([CH3:28])[CH3:27])=[O:24])[CH2:21][CH2:22]4)=[CH:15][CH:16]=3)[N:6]2[N:5]=[CH:4][N:3]=1. The yield is 0.230. (7) The reactants are [CH3:1][S:2](Cl)(=[O:4])=[O:3].[F:6][C:7]1[CH:12]=[C:11]([I:13])[CH:10]=[CH:9][C:8]=1[NH:14][C:15]1[N:19]([CH3:20])[C:18]([C:21](=[O:23])[CH3:22])=[CH:17][C:16]=1[C:24]([N:26]1[CH2:29][CH:28]([OH:30])[CH2:27]1)=[O:25].C(N(CC)CC)C. The catalyst is C(Cl)Cl. The product is [C:21]([C:18]1[N:19]([CH3:20])[C:15]([NH:14][C:8]2[CH:9]=[CH:10][C:11]([I:13])=[CH:12][C:7]=2[F:6])=[C:16]([C:24]([N:26]2[CH2:29][CH:28]([O:30][S:2]([CH3:1])(=[O:4])=[O:3])[CH2:27]2)=[O:25])[CH:17]=1)(=[O:23])[CH3:22]. The yield is 0.840. (8) The reactants are [N:1]1([C:10](=[O:12])[CH3:11])[C:9]2[C:4](=[CH:5][CH:6]=[CH:7][CH:8]=2)[CH2:3][CH2:2]1.[Br:13]Br. The catalyst is C(O)(=O)C. The product is [Br:13][C:6]1[CH:5]=[C:4]2[C:9](=[CH:8][CH:7]=1)[N:1]([C:10](=[O:12])[CH3:11])[CH2:2][CH2:3]2. The yield is 0.960. (9) The reactants are C([O:4][CH2:5][C:6]1[C:7]([N:31]2[N:40]=[CH:39][C:38]3[C:33](=[C:34]([F:45])[CH:35]=[C:36]([C:41]([CH3:44])([CH3:43])[CH3:42])[CH:37]=3)[C:32]2=[O:46])=[N:8][CH:9]=[CH:10][C:11]=1[C:12]1[CH:17]=[C:16]([NH:18][C:19]2[CH:28]=[C:22]3[CH:23]([CH3:27])[O:24][CH2:25][CH2:26][N:21]3[N:20]=2)[C:15](=[O:29])[N:14]([CH3:30])[CH:13]=1)(=O)C.[OH-].[Li+].C(O)(C)C.C1COCC1. The catalyst is O. The product is [C:41]([C:36]1[CH:37]=[C:38]2[C:33](=[C:34]([F:45])[CH:35]=1)[C:32](=[O:46])[N:31]([C:7]1[C:6]([CH2:5][OH:4])=[C:11]([C:12]3[CH:17]=[C:16]([NH:18][C:19]4[CH:28]=[C:22]5[CH:23]([CH3:27])[O:24][CH2:25][CH2:26][N:21]5[N:20]=4)[C:15](=[O:29])[N:14]([CH3:30])[CH:13]=3)[CH:10]=[CH:9][N:8]=1)[N:40]=[CH:39]2)([CH3:42])([CH3:43])[CH3:44]. The yield is 0.150.